This data is from Forward reaction prediction with 1.9M reactions from USPTO patents (1976-2016). The task is: Predict the product of the given reaction. (1) Given the reactants [Cl:1][C:2]1[S:3][C:4]([C:10]([O:12][CH2:13][CH3:14])=[O:11])=[C:5]([C:7]([OH:9])=O)[N:6]=1.C(Cl)(=O)C(Cl)=O.[N:21]1C(C)=CC=[CH:23][C:22]=1[CH3:28].C(N)(C)C, predict the reaction product. The product is: [Cl:1][C:2]1[S:3][C:4]([C:10]([O:12][CH2:13][CH3:14])=[O:11])=[C:5]([C:7](=[O:9])[NH:21][CH:22]([CH3:28])[CH3:23])[N:6]=1. (2) Given the reactants [Br:1][C:2]1[CH:3]=[C:4]2[C:12](=[CH:13][CH:14]=1)[NH:11][C:10]1[CH:9]=[C:8]3[C:15]([CH3:23])([CH3:22])[C:16]4[C:21]([C:7]3=[CH:6][C:5]2=1)=[CH:20][CH:19]=[CH:18][CH:17]=4.[H-].[Na+].Cl[C:27]1[N:32]=[C:31]([C:33]2[CH:38]=[CH:37][CH:36]=[CH:35][CH:34]=2)[N:30]=[C:29]([C:39]2[CH:44]=[CH:43][CH:42]=[CH:41][CH:40]=2)[N:28]=1, predict the reaction product. The product is: [Br:1][C:2]1[CH:3]=[C:4]2[C:12](=[CH:13][CH:14]=1)[N:11]([C:27]1[N:32]=[C:31]([C:33]3[CH:38]=[CH:37][CH:36]=[CH:35][CH:34]=3)[N:30]=[C:29]([C:39]3[CH:40]=[CH:41][CH:42]=[CH:43][CH:44]=3)[N:28]=1)[C:10]1[CH:9]=[C:8]3[C:15]([CH3:23])([CH3:22])[C:16]4[C:21]([C:7]3=[CH:6][C:5]2=1)=[CH:20][CH:19]=[CH:18][CH:17]=4.